From a dataset of Experimentally validated miRNA-target interactions with 360,000+ pairs, plus equal number of negative samples. Binary Classification. Given a miRNA mature sequence and a target amino acid sequence, predict their likelihood of interaction. (1) The miRNA is hsa-miR-650 with sequence AGGAGGCAGCGCUCUCAGGAC. The protein sequence of the target gene is MALAGAPAGGPCAPALEALLGAGALRLLDSSQIVIISAAQDASAPPAPTGPAAPAAGPCDPDLLLFATPQAPRPTPSAPRPALGRPPVKRRLDLETDHQYLAESSGPARGRGRHPGKGVKSPGEKSRYETSLNLTTKRFLELLSHSADGVVDLNWAAEVLKVQKRRIYDITNVLEGIQLIAKKSKNHIQWLGSHTTVGVGGRLEGLTQDLRQLQESEQQLDHLMNICTTQLRLLSEDTDSQRLAYVTCQDLRSIADPAEQMVMVIKAPPETQLQAVDSSENFQISLKSKQGPIDVFLCPE.... Result: 1 (interaction). (2) The miRNA is rno-miR-200b-3p with sequence UAAUACUGCCUGGUAAUGAUGAC. The protein sequence of the target gene is MVGRGVPLCAAQPAVAEGGPAREPPPLLEVSPRKRLPAGPDQDPCGSRPAPEGAGAGPEQGHSAGGGGWCRHCHTKLVELKRQAWKLVSGPGTTLRDPCLSALLLDKLPAPGALPACRPEAERRCDVCATHLQQLTREAMHLLQAPASHEDLDAPHGGPSLAPPSTTTSSRDTPGPAGPAGRQPGRAGPDRTKGLAWSPGPSVQVSVAPAGLGGALSTVTIQAQQCLEGMWSVSRVNSFLPPACLAEAAVAAVAVADTVRECPPVAGPDGLSKAWGRGGVCTSALVTPTPGSVGGSTGPS.... Result: 0 (no interaction). (3) The miRNA is hsa-miR-4633-3p with sequence AGGAGCUAGCCAGGCAUAUGCA. The protein sequence of the target gene is MASSPWGCVCGLLLLLLPLLGTGPALGRGFPRPLENSEIPMIPGAHPKGSVGSEPQAFDVFPENPRADSHRNSDVRHAPAEEMPEKPVASPLGPALYGPKAAQGAQRERLPVTDDLQMAQGPSSHGWTGPLDSQELLQQEAVAPHPVGHPHLTFIPTTPRRQLRVATVPPSLQHEGQEGQWPPRDEGLKAKTKSRVPPTSPSDHQGPPHTLVSHSGTVKRPVLEGQGGFEEHLQEAAQGPHFTQQDPAAPDVGSVPPVEVVYSQEPGAQPDLALARSLPPAEELPVETPKRAGAEVSWEV.... Result: 0 (no interaction). (4) The miRNA is hsa-miR-4693-3p with sequence UGAGAGUGGAAUUCACAGUAUUU. The protein sequence of the target gene is MTKSYSESGLMGEPQPQGPPSWTDECLSSQDEEHEADKKEDELEAMNAEEDSLRNGGEEEDEDEDLEEEEEEEEEEDDQKPKRRGPKKKKMTKARLERFKLRRMKANARERNRMHGLNAALDNLRKVVPCYSKTQKLSKIETLRLAKNYIWALSEILRSGKSPDLVSFVQTLCKGLSQPTTNLVAGCLQLNPRTFLPEQNPDMPPHLPTASASFPVHPYSYQSPGLPSPPYGTMDSSHVFHVKPPPHAYSAALEPFFESPLTDCTSPSFDGPLSPPLSINGNFSFKHEPSTEFEKNYAFT.... Result: 0 (no interaction).